Predict the product of the given reaction. From a dataset of Forward reaction prediction with 1.9M reactions from USPTO patents (1976-2016). (1) Given the reactants [CH2:1]=[CH:2][C:3]1[CH:8]=[CH:7][CH:6]=[CH:5][CH:4]=1.CCCCCCCCCCCC.NC(N)=[O:23].C(=O)([O-])[O-].[Na+].[Na+].OO, predict the reaction product. The product is: [CH2:1]1[O:23][CH:2]1[C:3]1[CH:8]=[CH:7][CH:6]=[CH:5][CH:4]=1. (2) Given the reactants [F:1][C:2]1[CH:3]=[C:4]2[C:9](=[CH:10][CH:11]=1)[C:8](=O)[O:7][CH:6]=[C:5]2[C:13]([O:15][CH3:16])=[O:14].C([O-])(=O)C.[NH4+:21], predict the reaction product. The product is: [F:1][C:2]1[CH:3]=[C:4]2[C:9](=[CH:10][CH:11]=1)[C:8](=[O:7])[NH:21][CH:6]=[C:5]2[C:13]([O:15][CH3:16])=[O:14]. (3) Given the reactants [CH3:1][C:2]1([CH3:26])[O:6][C@H:5]2[C@H:7]([N:16]3[CH:24]=[N:23][C:22]4[C:17]3=[N:18][CH:19]=[N:20][C:21]=4Cl)[O:8][C@H:9]([CH2:10][NH:11][S:12]([NH2:15])(=[O:14])=[O:13])[C@H:4]2[O:3]1.[Na+].[I-:28].FC(F)(F)C(O)=O, predict the reaction product. The product is: [I:28][C:21]1[N:20]=[CH:19][N:18]=[C:17]2[C:22]=1[N:23]=[CH:24][N:16]2[C@H:7]1[C@@H:5]2[O:6][C:2]([CH3:26])([CH3:1])[O:3][C@@H:4]2[C@@H:9]([CH2:10][NH:11][S:12]([NH2:15])(=[O:14])=[O:13])[O:8]1.